This data is from Full USPTO retrosynthesis dataset with 1.9M reactions from patents (1976-2016). The task is: Predict the reactants needed to synthesize the given product. (1) Given the product [ClH:1].[C:6](=[O:7])([O:8][CH2:9][C@H:10]([NH2:22])[CH2:11][C:12]1[CH:17]=[CH:16][CH:15]=[C:14]([C:18]([F:20])([F:21])[F:19])[CH:13]=1)[NH2:5], predict the reactants needed to synthesize it. The reactants are: [Cl:1]S([N:5]=[C:6]=[O:7])(=O)=O.[OH:8][CH2:9][C@H:10]([NH:22]C(=O)OC(C)(C)C)[CH2:11][C:12]1[CH:17]=[CH:16][CH:15]=[C:14]([C:18]([F:21])([F:20])[F:19])[CH:13]=1.O. (2) Given the product [CH3:3][CH:4]([O:7][C:9]1[CH:14]=[C:13]([O:15][CH2:16][C:17]#[CH:18])[N:12]=[CH:11][N:10]=1)[C:5]#[CH:6], predict the reactants needed to synthesize it. The reactants are: [H-].[Na+].[CH3:3][CH:4]([OH:7])[C:5]#[CH:6].Cl[C:9]1[CH:14]=[C:13]([O:15][CH2:16][C:17]#[CH:18])[N:12]=[CH:11][N:10]=1.[Cl-].[NH4+]. (3) Given the product [NH2:19][CH2:18][C:14]1[CH:15]=[C:16]2[C:11]([CH:10]=[C:9]([CH2:8][CH2:7][CH2:6][CH2:5][N:4]([CH2:28][CH2:29][CH3:30])[CH2:1][CH2:2][CH3:3])[CH2:17]2)=[CH:12][CH:13]=1, predict the reactants needed to synthesize it. The reactants are: [CH2:1]([N:4]([CH2:28][CH2:29][CH3:30])[CH2:5][CH2:6][CH2:7][CH2:8][C:9]1[CH2:17][C:16]2[C:11](=[CH:12][CH:13]=[C:14]([CH2:18][N:19]3C=C4C(C=CC=C4)=C3)[CH:15]=2)[CH:10]=1)[CH2:2][CH3:3].O.NN. (4) Given the product [CH:1]([C@H:14]1[O:15][CH2:16][C@H:17]([OH:18])[C@H:19]([NH:28][CH2:27][C:26]2[CH:29]=[CH:30][C:23]([O:22][CH3:21])=[CH:24][CH:25]=2)[CH2:20]1)([C:8]1[CH:13]=[CH:12][CH:11]=[CH:10][CH:9]=1)[C:2]1[CH:3]=[CH:4][CH:5]=[CH:6][CH:7]=1, predict the reactants needed to synthesize it. The reactants are: [CH:1]([C@@H:14]1[CH2:20][C@H:19]2[C@H:17]([O:18]2)[CH2:16][O:15]1)([C:8]1[CH:13]=[CH:12][CH:11]=[CH:10][CH:9]=1)[C:2]1[CH:7]=[CH:6][CH:5]=[CH:4][CH:3]=1.[CH3:21][O:22][C:23]1[CH:30]=[CH:29][C:26]([CH2:27][NH2:28])=[CH:25][CH:24]=1. (5) Given the product [CH3:1][O:2][C:3]1[N:4]=[C:5]2[C:10](=[CH:11][CH:12]=1)[N:9]=[CH:8][CH:7]=[C:6]2[N:13]1[CH2:14][CH2:15][N:16]([CH2:19][CH2:20][O:21][CH2:23][C:24]2[N:29]=[CH:28][C:27]3[O:30][CH2:31][CH2:32][O:33][C:26]=3[CH:25]=2)[CH2:17][CH2:18]1, predict the reactants needed to synthesize it. The reactants are: [CH3:1][O:2][C:3]1[N:4]=[C:5]2[C:10](=[CH:11][CH:12]=1)[N:9]=[CH:8][CH:7]=[C:6]2[N:13]1[CH2:18][CH2:17][N:16]([CH2:19][CH2:20][OH:21])[CH2:15][CH2:14]1.Br[CH2:23][C:24]1[N:29]=[CH:28][C:27]2[O:30][CH2:31][CH2:32][O:33][C:26]=2[CH:25]=1. (6) Given the product [F:1][C:2]1[CH:7]=[C:6]([F:8])[C:5]([C:9]2[C:10]([CH3:27])=[CH:11][C:12]([O:16][CH2:17][CH:18]([C:19]([OH:22])([CH3:21])[CH3:20])[C:23]([OH:26])([CH3:24])[CH3:25])=[CH:13][C:14]=2[CH3:15])=[CH:4][C:3]=1[CH2:28][O:29][C:30]1[N:35]=[CH:34][C:33]2[C@@H:36]3[C@@H:39]([C:40]([OH:42])=[O:41])[C@@H:37]3[CH2:38][C:32]=2[CH:31]=1, predict the reactants needed to synthesize it. The reactants are: [F:1][C:2]1[CH:7]=[C:6]([F:8])[C:5]([C:9]2[C:14]([CH3:15])=[CH:13][C:12]([O:16][CH2:17][CH:18]([C:23]([OH:26])([CH3:25])[CH3:24])[C:19]([OH:22])([CH3:21])[CH3:20])=[CH:11][C:10]=2[CH3:27])=[CH:4][C:3]=1[CH2:28][O:29][C:30]1[N:35]=[CH:34][C:33]2[C@@H:36]3[C@@H:39]([C:40]([O:42]C(C)(C)C)=[O:41])[C@@H:37]3[CH2:38][C:32]=2[CH:31]=1.O[Li].O.Cl. (7) Given the product [CH3:1][O:2][C:3](=[O:24])[C:4]1[CH:9]=[CH:8][C:7]([NH:10][C:11]([C:13]2[S:17][C:16]3[CH:18]=[CH:19][CH:20]=[CH:21][C:15]=3[C:14]=2[Cl:22])=[O:12])=[C:6]([O:23][CH2:36][C:35]2[CH:38]=[CH:39][C:32]([Cl:31])=[CH:33][CH:34]=2)[CH:5]=1, predict the reactants needed to synthesize it. The reactants are: [CH3:1][O:2][C:3](=[O:24])[C:4]1[CH:9]=[CH:8][C:7]([NH:10][C:11]([C:13]2[S:17][C:16]3[CH:18]=[CH:19][CH:20]=[CH:21][C:15]=3[C:14]=2[Cl:22])=[O:12])=[C:6]([OH:23])[CH:5]=1.C(=O)([O-])[O-].[K+].[K+].[Cl:31][C:32]1[CH:39]=[CH:38][C:35]([CH2:36]Br)=[CH:34][CH:33]=1.O. (8) Given the product [CH3:1][CH:2]1[CH2:3][CH2:4][N:5]([C:8]([C:10]2[CH:18]=[CH:17][C:16]3[NH:15][C:14]4[CH2:19][CH2:20][N:21]([CH:40]5[CH2:41][CH2:42][O:37][CH2:38][CH2:39]5)[CH2:22][C:13]=4[C:12]=3[CH:11]=2)=[O:9])[CH2:6][CH2:7]1, predict the reactants needed to synthesize it. The reactants are: [CH3:1][CH:2]1[CH2:7][CH2:6][N:5]([C:8]([C:10]2[CH:18]=[CH:17][C:16]3[NH:15][C:14]4[CH2:19][CH2:20][N:21](C(OC(C)(C)C)=O)[CH2:22][C:13]=4[C:12]=3[CH:11]=2)=[O:9])[CH2:4][CH2:3]1.C(O)(C(F)(F)F)=O.[O:37]1[CH2:42][CH2:41][C:40](=O)[CH2:39][CH2:38]1.C(O[BH-](OC(=O)C)OC(=O)C)(=O)C.[Na+]. (9) Given the product [O:19]1[CH2:23][CH2:22][CH:21]([CH2:24][NH:25][C:15]([C:12]2[CH:11]=[C:10]([CH2:9][O:8][CH2:1][C:2]3[CH:3]=[CH:4][CH:5]=[CH:6][CH:7]=3)[O:14][N:13]=2)=[O:17])[CH2:20]1, predict the reactants needed to synthesize it. The reactants are: [CH2:1]([O:8][CH2:9][C:10]1[O:14][N:13]=[C:12]([C:15]([OH:17])=O)[CH:11]=1)[C:2]1[CH:7]=[CH:6][CH:5]=[CH:4][CH:3]=1.Cl.[O:19]1[CH2:23][CH2:22][CH:21]([CH2:24][NH2:25])[CH2:20]1.C(N(CC)CC)C.ON1C2C=CC=CC=2N=N1.Cl.C(N=C=NCCCN(C)C)C.